From a dataset of Full USPTO retrosynthesis dataset with 1.9M reactions from patents (1976-2016). Predict the reactants needed to synthesize the given product. (1) Given the product [C:32]([C:34]1[CH:35]=[CH:36][C:37]([CH:40]2[N:45]([CH2:46][C:47]([NH:3][CH3:1])=[O:49])[C:44](=[O:50])[N:43]([C:51]3[CH:56]=[CH:55][CH:54]=[C:53]([C:57]([F:59])([F:58])[F:60])[CH:52]=3)[C:42]3[CH2:61][CH2:62][NH:63][C:64](=[O:65])[C:41]2=3)=[CH:38][CH:39]=1)#[N:33], predict the reactants needed to synthesize it. The reactants are: [CH2:1]([N:3](CC)CC)C.F[P-](F)(F)(F)(F)F.N1(OC(N(C)C)=[N+](C)C)C2N=CC=CC=2N=N1.[C:32]([C:34]1[CH:39]=[CH:38][C:37]([CH:40]2[N:45]([CH2:46][C:47]([OH:49])=O)[C:44](=[O:50])[N:43]([C:51]3[CH:56]=[CH:55][CH:54]=[C:53]([C:57]([F:60])([F:59])[F:58])[CH:52]=3)[C:42]3[CH2:61][CH2:62][NH:63][C:64](=[O:65])[C:41]2=3)=[CH:36][CH:35]=1)#[N:33].CN. (2) Given the product [OH:1][CH:2]([C:4]1[N:5]=[C:6]([C:9]2[CH:14]=[CH:13][CH:12]=[CH:11][C:10]=2[NH:15][C:16](=[O:17])[O:18][CH2:19][CH:20]2[CH2:25][CH2:24][NH:23][CH2:22][CH2:21]2)[S:7][CH:8]=1)[CH3:3], predict the reactants needed to synthesize it. The reactants are: [OH:1][CH:2]([C:4]1[N:5]=[C:6]([C:9]2[CH:14]=[CH:13][CH:12]=[CH:11][C:10]=2[NH:15][C:16]([O:18][CH2:19][CH:20]2[CH2:25][CH2:24][N:23](C(OC(C)(C)C)=O)[CH2:22][CH2:21]2)=[O:17])[S:7][CH:8]=1)[CH3:3].FC(F)(F)C(O)=O.